This data is from Peptide-MHC class I binding affinity with 185,985 pairs from IEDB/IMGT. The task is: Regression. Given a peptide amino acid sequence and an MHC pseudo amino acid sequence, predict their binding affinity value. This is MHC class I binding data. (1) The peptide sequence is KRSTPFYTK. The MHC is HLA-B58:01 with pseudo-sequence HLA-B58:01. The binding affinity (normalized) is 0.0847. (2) The peptide sequence is GQFNRYAAM. The MHC is HLA-A02:03 with pseudo-sequence HLA-A02:03. The binding affinity (normalized) is 0.669. (3) The peptide sequence is DLKDQIAQL. The MHC is HLA-A02:03 with pseudo-sequence HLA-A02:03. The binding affinity (normalized) is 0.563. (4) The peptide sequence is ISNQEPLKL. The MHC is HLA-C15:02 with pseudo-sequence HLA-C15:02. The binding affinity (normalized) is 0.792.